From a dataset of Full USPTO retrosynthesis dataset with 1.9M reactions from patents (1976-2016). Predict the reactants needed to synthesize the given product. (1) Given the product [C:21]1([CH:16]2[CH2:15][CH2:14][C:13]3[C:18](=[CH:19][CH:20]=[C:11]([O:10][C:5]4[CH:6]=[CH:7][CH:8]=[CH:9][C:4]=4[NH2:1])[CH:12]=3)[O:17]2)[CH:22]=[CH:23][CH:24]=[CH:25][CH:26]=1, predict the reactants needed to synthesize it. The reactants are: [N+:1]([C:4]1[CH:9]=[CH:8][CH:7]=[CH:6][C:5]=1[O:10][C:11]1[CH:12]=[C:13]2[C:18](=[CH:19][CH:20]=1)[O:17][CH:16]([C:21]1[CH:26]=[CH:25][CH:24]=[CH:23][CH:22]=1)[CH2:15][CH2:14]2)([O-])=O. (2) Given the product [ClH:1].[F:7][CH2:8][CH:9]1[CH2:10][N:11]([CH2:13][CH2:14][O:15][C:16]2[CH:21]=[CH:20][C:19]([C@@H:22]3[C:31]([C:32]4[CH:37]=[CH:36][CH:35]=[C:34]([OH:38])[CH:33]=4)=[C:30]([CH3:39])[C:29]4[C:24](=[CH:25][CH:26]=[C:27]([OH:40])[CH:28]=4)[O:23]3)=[CH:18][CH:17]=2)[CH2:12]1, predict the reactants needed to synthesize it. The reactants are: [ClH:1].C(OCC)C.[F:7][CH2:8][CH:9]1[CH2:12][N:11]([CH2:13][CH2:14][O:15][C:16]2[CH:21]=[CH:20][C:19]([C@@H:22]3[C:31]([C:32]4[CH:37]=[CH:36][CH:35]=[C:34]([OH:38])[CH:33]=4)=[C:30]([CH3:39])[C:29]4[C:24](=[CH:25][CH:26]=[C:27]([OH:40])[CH:28]=4)[O:23]3)=[CH:18][CH:17]=2)[CH2:10]1. (3) Given the product [CH3:1][NH:2][C:3](=[O:14])[O:4][CH2:5][C:6]1[CH:11]=[C:10]([C:20](=[O:22])[CH3:21])[CH:9]=[CH:8][C:7]=1[Cl:13], predict the reactants needed to synthesize it. The reactants are: [CH3:1][NH:2][C:3](=[O:14])[O:4][CH2:5][C:6]1[CH:11]=[C:10](Br)[CH:9]=[CH:8][C:7]=1[Cl:13].C([Sn](CCCC)(CCCC)[C:20]([O:22]CC)=[CH2:21])CCC. (4) Given the product [C:8](=[O:10])([O:9][CH2:1][CH2:2][CH2:3][CH2:4][CH2:5][CH3:6])[O:7][CH2:1][CH2:2][CH2:3][CH2:4][CH2:5][CH3:6], predict the reactants needed to synthesize it. The reactants are: [CH2:1]([OH:7])[CH2:2][CH2:3][CH2:4][CH2:5][CH3:6].[C:8](=[O:10])=[O:9]. (5) Given the product [OH:12][C:5]1[CH:4]=[C:3]([O:2][CH3:1])[CH:11]=[CH:10][C:6]=1[C:7]([Cl:15])=[O:8], predict the reactants needed to synthesize it. The reactants are: [CH3:1][O:2][C:3]1[CH:4]=[C:5]([OH:12])[C:6](=[CH:10][CH:11]=1)[C:7](O)=[O:8].S(Cl)([Cl:15])=O.CN(C=O)C. (6) Given the product [CH2:38]([O:45][CH2:46][C@@H:47]1[CH2:52][N:51]([CH2:53][C:54]2[CH:55]=[CH:56][C:57]([F:60])=[CH:58][CH:59]=2)[C@@H:50]([CH3:61])[CH2:49][N:48]1[C:14](=[O:16])/[CH:13]=[CH:12]/[C:6]1[CH:7]=[CH:8][C:9]([Cl:11])=[CH:10][C:5]=1[NH:4][C:1](=[O:3])[CH3:2])[C:39]1[CH:40]=[CH:41][CH:42]=[CH:43][CH:44]=1, predict the reactants needed to synthesize it. The reactants are: [C:1]([NH:4][C:5]1[CH:10]=[C:9]([Cl:11])[CH:8]=[CH:7][C:6]=1/[CH:12]=[CH:13]/[C:14]([OH:16])=O)(=[O:3])[CH3:2].CCN=C=NCCCN(C)C.C1C=CC2N(O)N=NC=2C=1.[CH2:38]([O:45][CH2:46][C@@H:47]1[CH2:52][N:51]([CH2:53][C:54]2[CH:59]=[CH:58][C:57]([F:60])=[CH:56][CH:55]=2)[C@@H:50]([CH3:61])[CH2:49][NH:48]1)[C:39]1[CH:44]=[CH:43][CH:42]=[CH:41][CH:40]=1. (7) Given the product [NH:42]([C:2]1[N:11]=[CH:10][CH:9]=[C:8]2[C:3]=1[CH:4]=[C:5]([C:36]1[CH:41]=[CH:40][CH:39]=[CH:38][CH:37]=1)[C:6]([C:12]1[CH:17]=[CH:16][C:15]([CH2:18][N:19]3[CH2:24][CH2:23][CH:22]([C:25]4[NH:29][C:28]([C:30]5[CH:35]=[N:34][CH:33]=[CH:32][N:31]=5)=[N:27][N:26]=4)[CH2:21][CH2:20]3)=[CH:14][CH:13]=1)=[N:7]2)[NH2:43], predict the reactants needed to synthesize it. The reactants are: Cl[C:2]1[N:11]=[CH:10][CH:9]=[C:8]2[C:3]=1[CH:4]=[C:5]([C:36]1[CH:41]=[CH:40][CH:39]=[CH:38][CH:37]=1)[C:6]([C:12]1[CH:17]=[CH:16][C:15]([CH2:18][N:19]3[CH2:24][CH2:23][CH:22]([C:25]4[NH:29][C:28]([C:30]5[CH:35]=[N:34][CH:33]=[CH:32][N:31]=5)=[N:27][N:26]=4)[CH2:21][CH2:20]3)=[CH:14][CH:13]=1)=[N:7]2.[NH2:42][NH2:43]. (8) Given the product [ClH:36].[NH2:28][C@@H:26]1[CH2:27][C@H:25]1[C:22]1[CH:21]=[CH:20][C:19]([NH:18][C:16](=[O:17])[C:12]2[CH:13]=[CH:14][CH:15]=[C:10]([NH:9][C:7]([C:1]3[CH:2]=[CH:3][CH:4]=[CH:5][CH:6]=3)=[O:8])[CH:11]=2)=[CH:24][CH:23]=1, predict the reactants needed to synthesize it. The reactants are: [C:1]1([C:7]([NH:9][C:10]2[CH:11]=[C:12]([C:16]([NH:18][C:19]3[CH:24]=[CH:23][C:22]([C@@H:25]4[CH2:27][C@H:26]4[NH:28]C(=O)OC(C)(C)C)=[CH:21][CH:20]=3)=[O:17])[CH:13]=[CH:14][CH:15]=2)=[O:8])[CH:6]=[CH:5][CH:4]=[CH:3][CH:2]=1.[ClH:36].C(OCC)(=O)C. (9) Given the product [CH3:14][O:6][C:5](=[O:7])[C:4]1[CH:8]=[CH:9][CH:10]=[C:2]([OH:1])[C:3]=1[CH3:11], predict the reactants needed to synthesize it. The reactants are: [OH:1][C:2]1[C:3]([CH3:11])=[C:4]([CH:8]=[CH:9][CH:10]=1)[C:5]([OH:7])=[O:6].Cl[Si](C)(C)[CH3:14]. (10) Given the product [CH2:12]([O:1][C:2]1[C:9]([CH3:10])=[CH:8][C:5]([CH:6]=[O:7])=[C:4]([CH3:11])[CH:3]=1)[C:13]1[CH:18]=[CH:17][CH:16]=[CH:15][CH:14]=1, predict the reactants needed to synthesize it. The reactants are: [OH:1][C:2]1[C:9]([CH3:10])=[CH:8][C:5]([CH:6]=[O:7])=[C:4]([CH3:11])[CH:3]=1.[CH2:12](Br)[C:13]1[CH:18]=[CH:17][CH:16]=[CH:15][CH:14]=1.C(=O)([O-])[O-].[K+].[K+].